The task is: Regression. Given a peptide amino acid sequence and an MHC pseudo amino acid sequence, predict their binding affinity value. This is MHC class I binding data.. This data is from Peptide-MHC class I binding affinity with 185,985 pairs from IEDB/IMGT. (1) The binding affinity (normalized) is 0.0847. The peptide sequence is YRGEYRQSR. The MHC is HLA-B27:03 with pseudo-sequence HLA-B27:03. (2) The peptide sequence is IPRRNVATL. The MHC is HLA-A02:03 with pseudo-sequence HLA-A02:03. The binding affinity (normalized) is 0. (3) The peptide sequence is RVIDPYWFH. The MHC is HLA-B18:01 with pseudo-sequence HLA-B18:01. The binding affinity (normalized) is 0.0847. (4) The peptide sequence is ITTAVKTVL. The MHC is HLA-A24:02 with pseudo-sequence HLA-A24:02. The binding affinity (normalized) is 0.0269. (5) The peptide sequence is FHARFVQAL. The MHC is HLA-A02:19 with pseudo-sequence HLA-A02:19. The binding affinity (normalized) is 0.0847. (6) The MHC is HLA-B07:02 with pseudo-sequence HLA-B07:02. The binding affinity (normalized) is 0.0404. The peptide sequence is YTGDFDSVI. (7) The MHC is HLA-B07:02 with pseudo-sequence HLA-B07:02. The peptide sequence is KLEYLAPSY. The binding affinity (normalized) is 0.0847. (8) The peptide sequence is YVADALAAF. The MHC is HLA-A26:01 with pseudo-sequence HLA-A26:01. The binding affinity (normalized) is 0.931.